From a dataset of Forward reaction prediction with 1.9M reactions from USPTO patents (1976-2016). Predict the product of the given reaction. (1) The product is: [ClH:53].[F:1][C:2]1[CH:7]=[CH:6][CH:5]=[CH:4][C:3]=1[N:8]1[C:12]([CH2:13][CH2:14][CH2:15][CH2:16][O:17][CH3:18])=[C:11]([C:19]([N:21]([CH2:43][CH:44]([CH3:46])[CH3:45])[C@H:22]2[CH2:27][C@@H:26]([C:28]([N:30]3[CH2:35][CH2:34][O:33][CH2:32][CH2:31]3)=[O:29])[CH2:25][NH:24][CH2:23]2)=[O:20])[N:10]=[N:9]1. Given the reactants [F:1][C:2]1[CH:7]=[CH:6][CH:5]=[CH:4][C:3]=1[N:8]1[C:12]([CH2:13][CH2:14][CH2:15][CH2:16][O:17][CH3:18])=[C:11]([C:19]([N:21]([CH2:43][CH:44]([CH3:46])[CH3:45])[C@H:22]2[CH2:27][C@@H:26]([C:28]([N:30]3[CH2:35][CH2:34][O:33][CH2:32][CH2:31]3)=[O:29])[CH2:25][N:24](C(OC(C)(C)C)=O)[CH2:23]2)=[O:20])[N:10]=[N:9]1.C(OCC)(=O)C.[ClH:53], predict the reaction product. (2) Given the reactants [CH3:1][C:2]1[CH:7]=[C:6]([C:8]([F:11])([F:10])[F:9])[CH:5]=[CH:4][C:3]=1[CH2:12]O.N1C=CC=CC=1.O1CCCC1.S(Cl)([Cl:27])=O, predict the reaction product. The product is: [Cl:27][CH2:12][C:3]1[CH:4]=[CH:5][C:6]([C:8]([F:11])([F:10])[F:9])=[CH:7][C:2]=1[CH3:1]. (3) Given the reactants F[C:2]1[CH:9]=[CH:8][CH:7]=[C:4]([C:5]#[N:6])[C:3]=1[C:10]#[N:11].O.[NH2:13][NH2:14], predict the reaction product. The product is: [NH2:11][C:10]1[C:3]2[C:4]([C:5]#[N:6])=[CH:7][CH:8]=[CH:9][C:2]=2[NH:14][N:13]=1.